Task: Predict the reaction yield, written as a fraction of the theoretical maximum amount of product (1.0 means a 100% yield; for example, 0.34 means a 34% yield).. Dataset: Reaction yield outcomes from USPTO patents with 853,638 reactions (1) The reactants are [N:1]1[C:9]2[C:4](=[N:5][CH:6]=[CH:7][CH:8]=2)[N:3]([CH2:10][C:11]2[CH:12]=[C:13]([C:17]3[CH:21]=[C:20]([CH2:22][CH:23]([CH3:25])[CH3:24])[S:19][C:18]=3[S:26]([NH:29]C(C)(C)C)(=[O:28])=[O:27])[CH:14]=[CH:15][CH:16]=2)[CH:2]=1.B(Cl)(Cl)Cl.N1(C2C=CC=CN=2)CCCC1.Cl[C:50]([O:52][CH2:53][CH2:54][CH2:55][CH3:56])=[O:51].C(O)(=O)CC(CC(O)=O)(C(O)=O)O. The catalyst is C(Cl)Cl. The product is [CH2:53]([O:52][C:50]([NH:29][S:26]([C:18]1[S:19][C:20]([CH2:22][CH:23]([CH3:25])[CH3:24])=[CH:21][C:17]=1[C:13]1[CH:14]=[CH:15][CH:16]=[C:11]([CH2:10][N:3]2[C:4]3=[N:5][CH:6]=[CH:7][CH:8]=[C:9]3[N:1]=[CH:2]2)[CH:12]=1)(=[O:28])=[O:27])=[O:51])[CH2:54][CH2:55][CH3:56]. The yield is 0.700. (2) The reactants are [CH:1]1([CH2:4][N:5]2[CH2:25][CH2:24][C@:12]34[C:13]5[C:14]6[O:23][C@H:11]3[C:10](=O)[CH2:9][CH2:8][C@@:7]4([OH:27])[C@H:6]2[CH2:19][C:18]=5[CH:17]=[CH:16][C:15]=6[C:20]([NH2:22])=[O:21])[CH2:3][CH2:2]1.Cl. The catalyst is C(O)(=O)C.[Zn]. The product is [CH:1]1([CH2:4][N:5]2[CH2:25][CH2:24][C@@:12]34[C:13]5[C:14]([OH:23])=[C:15]([C:20]([NH2:22])=[O:21])[CH:16]=[CH:17][C:18]=5[CH2:19][C@@H:6]2[C@:7]3([OH:27])[CH2:8][CH2:9][CH2:10][CH2:11]4)[CH2:3][CH2:2]1. The yield is 0.290. (3) The reactants are O[CH2:2][N:3]1[CH2:7][CH:6]([CH2:8][CH2:9][CH3:10])[CH2:5][C:4]1=[O:11].C(N(CC)C(=O)OCN1CC(CCC)CC1=O)C.[Cl:30][C:31]1[NH:35][C:34]2[CH:36]=[CH:37][CH:38]=[CH:39][C:33]=2[N:32]=1. The catalyst is C(#N)C. The product is [Cl:30][C:31]1[N:35]([CH2:2][N:3]2[CH2:7][CH:6]([CH2:8][CH2:9][CH3:10])[CH2:5][C:4]2=[O:11])[C:34]2[CH:36]=[CH:37][CH:38]=[CH:39][C:33]=2[N:32]=1. The yield is 0.492. (4) The reactants are C([N:8]1[CH2:12][C@H:11]([C:13]2[CH:18]=[CH:17][C:16]([Cl:19])=[C:15]([F:20])[CH:14]=2)[C@@H:10]([C@@H:21]([O:23][C:24]2[CH:29]=[CH:28][C:27]([Cl:30])=[CH:26][N:25]=2)[CH3:22])[CH2:9]1)C1C=CC=CC=1.ClC(OC(Cl)C)=O.CCN(C(C)C)C(C)C. The catalyst is C1(C)C=CC=CC=1. The product is [Cl:30][C:27]1[CH:28]=[CH:29][C:24]([O:23][C@H:21]([C@@H:10]2[C@@H:11]([C:13]3[CH:18]=[CH:17][C:16]([Cl:19])=[C:15]([F:20])[CH:14]=3)[CH2:12][NH:8][CH2:9]2)[CH3:22])=[N:25][CH:26]=1. The yield is 0.950. (5) The reactants are [CH3:1][O-:2].[Na+].[Cl:4][C:5]1[N:10]=[C:9](Cl)[C:8]([Cl:12])=[CH:7][N:6]=1. The catalyst is CO. The product is [Cl:4][C:5]1[N:10]=[C:9]([O:2][CH3:1])[C:8]([Cl:12])=[CH:7][N:6]=1. The yield is 0.570.